This data is from Peptide-MHC class I binding affinity with 185,985 pairs from IEDB/IMGT. The task is: Regression. Given a peptide amino acid sequence and an MHC pseudo amino acid sequence, predict their binding affinity value. This is MHC class I binding data. (1) The peptide sequence is YRIMTRGLL. The MHC is HLA-A02:19 with pseudo-sequence HLA-A02:19. The binding affinity (normalized) is 0.0847. (2) The peptide sequence is EIIPKIKAY. The MHC is HLA-A29:02 with pseudo-sequence HLA-A29:02. The binding affinity (normalized) is 0.517. (3) The peptide sequence is ATYTGVFDK. The MHC is HLA-A30:01 with pseudo-sequence HLA-A30:01. The binding affinity (normalized) is 0.664. (4) The peptide sequence is IIGFFLVTY. The binding affinity (normalized) is 0.571. The MHC is HLA-B15:02 with pseudo-sequence HLA-B15:02. (5) The peptide sequence is EAVLLRLDGTTLEVE. The MHC is HLA-A02:01 with pseudo-sequence HLA-A02:01. The binding affinity (normalized) is 0. (6) The peptide sequence is NPNCLEWLRA. The MHC is HLA-B54:01 with pseudo-sequence HLA-B54:01. The binding affinity (normalized) is 0.722. (7) The peptide sequence is LLAALFHDI. The MHC is HLA-A11:01 with pseudo-sequence HLA-A11:01. The binding affinity (normalized) is 0.0847.